This data is from Reaction yield outcomes from USPTO patents with 853,638 reactions. The task is: Predict the reaction yield, written as a fraction of the theoretical maximum amount of product (1.0 means a 100% yield; for example, 0.34 means a 34% yield). The reactants are Cl.[OH:2]C1N=CC(NC(C2C=CC=CN=2)=O)=CC=1.[CH3:18][N:19]([C:23]1[CH:28]=[CH:27][CH:26]=[CH:25][CH:24]=1)[C:20](Cl)=[O:21].N12CCN(CC1)CC2.O. The catalyst is CN(C)C=O.ClCCl. The product is [CH3:18][N:19]([C:23]1[CH:28]=[CH:27][CH:26]=[CH:25][CH:24]=1)[C:20](=[O:2])[OH:21]. The yield is 0.550.